Task: Predict the reactants needed to synthesize the given product.. Dataset: Full USPTO retrosynthesis dataset with 1.9M reactions from patents (1976-2016) (1) The reactants are: [S:1]1[C:5]([C:6](O)=[O:7])=[CH:4][C:3]2[CH2:9][CH2:10][CH2:11][C:2]1=2.[H-].[Al+3].[Li+].[H-].[H-].[H-].O.Cl. Given the product [S:1]1[C:5]([CH2:6][OH:7])=[CH:4][C:3]2[CH2:9][CH2:10][CH2:11][C:2]1=2, predict the reactants needed to synthesize it. (2) Given the product [CH3:16][C:14]1[C:13]([C:17]([O:19][CH2:20][CH2:21][C:22]([CH3:26])=[C:23]([F:25])[F:24])=[O:18])=[CH:12][N:11]=[C:10]([S:7][C:6]2[CH:31]=[CH:32][CH:27]=[CH:28][CH:29]=2)[N:15]=1, predict the reactants needed to synthesize it. The reactants are: O1CCCC1.[CH3:6][S:7]([C:10]1[N:15]=[C:14]([CH3:16])[C:13]([C:17]([O:19][CH2:20][CH2:21][C:22]([CH3:26])=[C:23]([F:25])[F:24])=[O:18])=[CH:12][N:11]=1)(=O)=O.[C:27]1(S)[CH:32]=[CH:31]C=[CH:29][CH:28]=1.C(=O)([O-])[O-].[Na+].[Na+]. (3) The reactants are: [F-].[Cs+].[CH:3](=[C:10]1/[CH2:11][C@:12]2([CH2:36][CH3:37])[C:18]3=[CH:19][C:20]4[CH:21]=[N:22][N:23]([C:26]5[CH:31]=[CH:30][C:29]([F:32])=[CH:28][CH:27]=5)[C:24]=4[CH:25]=[C:17]3[CH2:16][CH2:15][CH2:14][C@H:13]2[CH2:33][C:34]/1=[O:35])/[C:4]1[CH:9]=[CH:8][CH:7]=[CH:6][CH:5]=1.[CH:38](=[C:45]1/[CH2:46][C@@:47]2([CH2:71][CH3:72])[C:53]3=[CH:54][C:55]4[CH:56]=[N:57][N:58]([C:61]5[CH:66]=[CH:65][C:64]([F:67])=[CH:63][CH:62]=5)[C:59]=4[CH:60]=[C:52]3[CH2:51][CH2:50][CH2:49][C@@H:48]2[CH2:68][C:69]/1=[O:70])/[C:39]1[CH:44]=[CH:43][CH:42]=[CH:41][CH:40]=1.[F:73][C:74]([Si](C)(C)C)([F:76])[F:75].CCCC[N+](CCCC)(CCCC)CCCC.[F-]. Given the product [CH:3](=[C:10]1/[CH2:11][C@@:12]2([CH2:36][CH3:37])[C:18]3=[CH:19][C:20]4[CH:21]=[N:22][N:23]([C:26]5[CH:27]=[CH:28][C:29]([F:32])=[CH:30][CH:31]=5)[C:24]=4[CH:25]=[C:17]3[CH2:16][CH2:15][CH2:14][C@@H:13]2[CH2:33][C@:34]/1([C:74]([F:76])([F:75])[F:73])[OH:35])/[C:4]1[CH:5]=[CH:6][CH:7]=[CH:8][CH:9]=1.[CH:38](=[C:45]1/[CH2:46][C@:47]2([CH2:71][CH3:72])[C:53]3=[CH:54][C:55]4[CH:56]=[N:57][N:58]([C:61]5[CH:62]=[CH:63][C:64]([F:67])=[CH:65][CH:66]=5)[C:59]=4[CH:60]=[C:52]3[CH2:51][CH2:50][CH2:49][C@H:48]2[CH2:68][C@@:69]/1([C:74]([F:76])([F:75])[F:73])[OH:70])/[C:39]1[CH:40]=[CH:41][CH:42]=[CH:43][CH:44]=1, predict the reactants needed to synthesize it. (4) Given the product [CH3:10][O:9][C:6]1[C:7]([CH3:8])=[C:2]([N:76]=[C:63]([C:64]2[CH:69]=[CH:68][CH:67]=[CH:66][CH:65]=2)[C:70]2[CH:75]=[CH:74][CH:73]=[CH:72][CH:71]=2)[CH:3]=[N:4][CH:5]=1, predict the reactants needed to synthesize it. The reactants are: Br[C:2]1[CH:3]=[N:4][CH:5]=[C:6]([O:9][CH3:10])[C:7]=1[CH3:8].CC([O-])(C)C.[Na+].C1C=CC(P(C2C(C3C(P(C4C=CC=CC=4)C4C=CC=CC=4)=CC=C4C=3C=CC=C4)=C3C(C=CC=C3)=CC=2)C2C=CC=CC=2)=CC=1.[C:63](=[NH:76])([C:70]1[CH:75]=[CH:74][CH:73]=[CH:72][CH:71]=1)[C:64]1[CH:69]=[CH:68][CH:67]=[CH:66][CH:65]=1. (5) Given the product [N:26]1([CH2:32][CH:33]2[CH2:36][C:35]([C:2]3[CH:13]=[CH:12][C:5]([CH2:6][N:7]4[CH2:11][CH2:10][CH2:9][CH2:8]4)=[CH:4][CH:3]=3)([OH:37])[CH2:34]2)[CH2:28][CH2:29][CH2:30][CH2:31]1, predict the reactants needed to synthesize it. The reactants are: Br[C:2]1[CH:13]=[CH:12][C:5]([CH2:6][N:7]2[CH2:11][CH2:10][CH2:9][CH2:8]2)=[CH:4][CH:3]=1.C(O)(C)C.C(=O)=O.C([Li])CCC.[N:26]1([CH2:32][CH:33]2[CH2:36][C:35](=[O:37])[CH2:34]2)[CH2:31][CH2:30][CH2:29][CH2:28]C1. (6) Given the product [CH:12]1([CH2:11][C:10]([NH:9][C:5]2[C:4]([CH3:18])=[CH:3][C:2]([NH:1][CH2:27][C:24]3[CH:25]=[N:26][C:21]([C:20]([F:30])([F:19])[F:29])=[CH:22][CH:23]=3)=[CH:7][C:6]=2[CH3:8])=[O:17])[CH2:16][CH2:15][CH2:14][CH2:13]1, predict the reactants needed to synthesize it. The reactants are: [NH2:1][C:2]1[CH:7]=[C:6]([CH3:8])[C:5]([NH:9][C:10](=[O:17])[CH2:11][CH:12]2[CH2:16][CH2:15][CH2:14][CH2:13]2)=[C:4]([CH3:18])[CH:3]=1.[F:19][C:20]([F:30])([F:29])[C:21]1[N:26]=[CH:25][C:24]([CH:27]=O)=[CH:23][CH:22]=1.